This data is from Full USPTO retrosynthesis dataset with 1.9M reactions from patents (1976-2016). The task is: Predict the reactants needed to synthesize the given product. Given the product [C:24]([CH:20]1[CH2:21][CH2:22][CH2:23][N:19]1[C:17](=[O:18])[CH2:16][NH:15][CH2:14][C:13]([NH:12][C:9]1[CH:10]=[CH:11][C:6]([CH2:5][CH:4]([NH:27][C:28](=[O:42])[CH:29]([CH2:37][SH:38])[CH2:30][C:31]2[CH:32]=[CH:33][CH:34]=[CH:35][CH:36]=2)[C:3]([OH:43])=[O:2])=[CH:7][CH:8]=1)=[O:26])#[N:25], predict the reactants needed to synthesize it. The reactants are: C[O:2][C:3](=[O:43])[CH:4]([NH:27][C:28](=[O:42])[CH:29]([CH2:37][S:38]C(=O)C)[CH2:30][C:31]1[CH:36]=[CH:35][CH:34]=[CH:33][CH:32]=1)[CH2:5][C:6]1[CH:11]=[CH:10][C:9]([NH:12][C:13](=[O:26])[CH2:14][NH:15][CH2:16][C:17]([N:19]2[CH2:23][CH2:22][CH2:21][CH:20]2[C:24]#[N:25])=[O:18])=[CH:8][CH:7]=1.[Li+].[OH-].